This data is from NCI-60 drug combinations with 297,098 pairs across 59 cell lines. The task is: Regression. Given two drug SMILES strings and cell line genomic features, predict the synergy score measuring deviation from expected non-interaction effect. Drug 1: CC(C)CN1C=NC2=C1C3=CC=CC=C3N=C2N. Drug 2: C1C(C(OC1N2C=NC(=NC2=O)N)CO)O. Cell line: T-47D. Synergy scores: CSS=-4.18, Synergy_ZIP=0.135, Synergy_Bliss=-3.37, Synergy_Loewe=-5.14, Synergy_HSA=-5.77.